Dataset: Full USPTO retrosynthesis dataset with 1.9M reactions from patents (1976-2016). Task: Predict the reactants needed to synthesize the given product. (1) Given the product [CH3:19][O:18][C:15]1[CH:16]=[C:17]2[C:12](=[CH:13][C:14]=1[O:20][CH3:21])[N:11]=[CH:10][N:9]=[C:8]2[N:1]1[CH2:5][CH2:4][CH:3]([O:6][C:41](=[O:40])[NH:42][C:43]2[CH:48]=[CH:47][C:46]([CH:49]([CH3:50])[CH3:51])=[CH:45][CH:44]=2)[CH2:2]1, predict the reactants needed to synthesize it. The reactants are: [NH:1]1[CH2:5][CH2:4][CH:3]([OH:6])[CH2:2]1.Cl[C:8]1[C:17]2[C:12](=[CH:13][C:14]([O:20][CH3:21])=[C:15]([O:18][CH3:19])[CH:16]=2)[N:11]=[CH:10][N:9]=1.CCN(C(C)C)C(C)C.[N+](C1C=CC([O:40][C:41](=O)[NH:42][C:43]2[CH:48]=[CH:47][C:46]([CH:49]([CH3:51])[CH3:50])=[CH:45][CH:44]=2)=CC=1)([O-])=O.[H-].[Na+].C([O-])([O-])=O.[K+].[K+]. (2) The reactants are: [Cl:1][C:2]1[CH:7]=[CH:6][CH:5]=[C:4]([Cl:8])[C:3]=1[C:9]1[C:13]([CH:14]=O)=[C:12]([CH:16]([CH3:18])[CH3:17])[O:11][N:10]=1.[NH2:19][C:20]1[S:21][C:22]2[CH:28]=[C:27]([C:29]3[CH:30]=[C:31]([CH:36]=[CH:37][CH:38]=3)[C:32]([O:34][CH3:35])=[O:33])[CH:26]=[CH:25][C:23]=2[N:24]=1.C([Sn](Cl)(Cl)CCCC)CCC.C1([SiH3])C=CC=CC=1. Given the product [Cl:1][C:2]1[CH:7]=[CH:6][CH:5]=[C:4]([Cl:8])[C:3]=1[C:9]1[C:13]([CH2:14][NH:19][C:20]2[S:21][C:22]3[CH:28]=[C:27]([C:29]4[CH:30]=[C:31]([CH:36]=[CH:37][CH:38]=4)[C:32]([O:34][CH3:35])=[O:33])[CH:26]=[CH:25][C:23]=3[N:24]=2)=[C:12]([CH:16]([CH3:18])[CH3:17])[O:11][N:10]=1, predict the reactants needed to synthesize it. (3) Given the product [C:13]([C:12]1[CH:11]=[C:10]([F:9])[C:17]([C:18]([OH:22])=[O:19])=[C:16]([F:20])[CH:15]=1)#[N:14], predict the reactants needed to synthesize it. The reactants are: P([O-])([O-])([O-])=O.[K+].[K+].[K+].[F:9][C:10]1[CH:11]=[C:12]([CH:15]=[C:16]([F:20])[C:17]=1[CH:18]=[O:19])[C:13]#[N:14].Cl([O-])=[O:22].[Na+].C(OCC)(=O)C.